Dataset: Forward reaction prediction with 1.9M reactions from USPTO patents (1976-2016). Task: Predict the product of the given reaction. (1) The product is: [C:11]1([C:33]2[CH:34]=[CH:35][CH:36]=[CH:37][CH:38]=2)[CH:12]=[CH:13][C:14]([CH2:17][C@@H:18]([NH:22][C:21]([O:32][C:40]([CH3:45])([CH3:41])[CH3:39])=[O:57])[CH2:19][C:20](=[CH2:50])[C:48]([OH:56])=[O:49])=[CH:15][CH:16]=1. Given the reactants [Li+].C[Si]([N-][Si](C)(C)C)(C)C.[C:11]1([C:33]2[CH:38]=[CH:37][CH:36]=[CH:35][CH:34]=2)[CH:16]=[CH:15][C:14]([CH2:17][C@H:18]2[N:22](CC3C=CC(OC)=CC=3)[C:21](=[O:32])[CH2:20][CH2:19]2)=[CH:13][CH:12]=1.[C:39](Cl)(=O)[C:40]1[CH:45]=CC=C[CH:41]=1.[CH2:48]=[O:49].[C:50]([O-])([O-])=O.[K+].[K+].[OH2:56].[OH-:57].[Li+].P(=O)(O)(O)O, predict the reaction product. (2) Given the reactants [CH3:1][C:2]12[CH2:26][CH:6]([N:7]([C:9]([C:11]3[CH:16]=[CH:15][C:14]([NH:17][C:18](=[O:25])[C:19]4[CH:24]=[CH:23][CH:22]=[CH:21][CH:20]=4)=[CH:13][CH:12]=3)=[O:10])[CH2:8]1)[CH2:5][C:4]([CH3:28])([CH3:27])[CH2:3]2.[H-].[Na+].[CH3:31]I, predict the reaction product. The product is: [CH3:31][N:17]([C:14]1[CH:15]=[CH:16][C:11]([C:9]([N:7]2[CH2:8][C:2]3([CH3:1])[CH2:26][CH:6]2[CH2:5][C:4]([CH3:28])([CH3:27])[CH2:3]3)=[O:10])=[CH:12][CH:13]=1)[C:18](=[O:25])[C:19]1[CH:24]=[CH:23][CH:22]=[CH:21][CH:20]=1. (3) Given the reactants [F:1][C:2]1[C:14]2[NH:13][C:12]3[C:7](=[CH:8][CH:9]=[CH:10][CH:11]=3)[C:6]=2[C:5]([OH:15])=[CH:4][CH:3]=1.C(=O)([O-])[O-].[K+].[K+].[CH2:22]1[O:24][C@H:23]1[CH2:25]OS(C1C=C([N+]([O-])=O)C=CC=1)(=O)=O, predict the reaction product. The product is: [CH2:25]([O:15][C:5]1[C:6]2[C:7]3[C:12](=[CH:11][CH:10]=[CH:9][CH:8]=3)[NH:13][C:14]=2[C:2]([F:1])=[CH:3][CH:4]=1)[CH:23]1[O:24][CH2:22]1. (4) Given the reactants O=[C:2]([CH3:9])[CH2:3][C:4]([O:6][CH2:7][CH3:8])=[O:5].[Na].Br[CH2:12][CH:13]1C[CH2:14]1.[OH2:16].[CH2:17](O)C, predict the reaction product. The product is: [C:13]([CH:14]1[CH2:9][CH:2]1[CH:3]([CH3:17])[C:4]([O:6][CH2:7][CH3:8])=[O:5])(=[O:16])[CH3:12]. (5) The product is: [O:8]1[C:12]2[CH:13]=[CH:14][CH:15]=[CH:16][C:11]=2[NH:10][C:9]1=[C:17]([C:18]1[C:23]([CH3:24])=[CH:22][N:21]=[C:20]([NH:25][CH2:26][C:27]2[CH:28]=[CH:29][C:30]([C:31]([N:5]3[CH2:6][CH2:7][N:2]([CH3:1])[CH2:3][CH2:4]3)=[O:32])=[CH:34][CH:35]=2)[N:19]=1)[C:36]#[N:37]. Given the reactants [CH3:1][N:2]1[CH2:7][CH2:6][NH:5][CH2:4][CH2:3]1.[O:8]1[C:12]2[CH:13]=[CH:14][CH:15]=[CH:16][C:11]=2[NH:10][C:9]1=[C:17]([C:36]#[N:37])[C:18]1[C:23]([CH3:24])=[CH:22][N:21]=[C:20]([NH:25][CH2:26][C:27]2[CH:35]=[CH:34][C:30]([C:31](O)=[O:32])=[CH:29][CH:28]=2)[N:19]=1.CCN=C=NCCCN(C)C.Cl.C1C=CC2N(O)N=NC=2C=1.CCN(C(C)C)C(C)C, predict the reaction product. (6) Given the reactants [C:1](=O)([O-])[O-].[Cs+].[Cs+].[F:7][C:8]([F:18])([F:17])[C:9](=[O:16])[CH2:10][C:11]([O:13][CH2:14][CH3:15])=[O:12].S(C1C=CC(C)=CC=1)(OC)(=O)=O, predict the reaction product. The product is: [CH3:1][O:16][C:9]([C:8]([F:17])([F:18])[F:7])=[CH:10][C:11]([O:13][CH2:14][CH3:15])=[O:12]. (7) Given the reactants Cl[CH2:2][CH2:3][O:4][C:5]1[CH:10]=[CH:9][CH:8]=[CH:7][C:6]=1[C:11]([NH:14][C:15]1[C:16](=[O:34])[N:17]([C:21]2[CH:22]=[C:23]([CH:30]=[CH:31][C:32]=2[CH3:33])[C:24]([NH:26][CH:27]2[CH2:29][CH2:28]2)=[O:25])[CH:18]=[CH:19][N:20]=1)([CH3:13])[CH3:12].[CH3:35][NH2:36], predict the reaction product. The product is: [CH:27]1([NH:26][C:24](=[O:25])[C:23]2[CH:30]=[CH:31][C:32]([CH3:33])=[C:21]([N:17]3[CH:18]=[CH:19][N:20]=[C:15]([NH:14][C:11]([CH3:13])([C:6]4[CH:7]=[CH:8][CH:9]=[CH:10][C:5]=4[O:4][CH2:3][CH2:2][NH:36][CH3:35])[CH3:12])[C:16]3=[O:34])[CH:22]=2)[CH2:29][CH2:28]1. (8) Given the reactants [OH:1][C@@:2]1([C:9]#[C:10][C:11]2[CH:12]=[C:13]([N:17]3[C:21]4[N:22]=[CH:23][S:24][C:20]=4[C:19]([C:25]([O:27]CC)=O)=[N:18]3)[CH:14]=[CH:15][CH:16]=2)[CH2:6][CH2:5][N:4]([CH3:7])[C:3]1=[O:8].[NH3:30], predict the reaction product. The product is: [OH:1][C@@:2]1([C:9]#[C:10][C:11]2[CH:12]=[C:13]([N:17]3[C:21]4[N:22]=[CH:23][S:24][C:20]=4[C:19]([C:25]([NH2:30])=[O:27])=[N:18]3)[CH:14]=[CH:15][CH:16]=2)[CH2:6][CH2:5][N:4]([CH3:7])[C:3]1=[O:8]. (9) Given the reactants [CH3:1][C:2]1([CH3:13])[CH2:8][NH:7][C:6]2[N:9]=[CH:10][CH:11]=[CH:12][C:5]=2[CH2:4][NH:3]1.[Br:14]Br, predict the reaction product. The product is: [Br:14][C:11]1[CH:10]=[N:9][C:6]2[NH:7][CH2:8][C:2]([CH3:13])([CH3:1])[N:3]=[CH:4][C:5]=2[CH:12]=1.